Dataset: Full USPTO retrosynthesis dataset with 1.9M reactions from patents (1976-2016). Task: Predict the reactants needed to synthesize the given product. (1) Given the product [C:1]([O:5][C:6]([N:8]1[CH2:9][CH2:10][N:11]([C:14](=[O:30])[C:15]2[CH:20]=[CH:19][C:18]([N:21]3[C@H:25]([CH2:26][O:27][CH3:31])[CH2:24][O:23][C:22]3=[O:28])=[CH:17][C:16]=2[F:29])[CH2:12][CH2:13]1)=[O:7])([CH3:4])([CH3:2])[CH3:3], predict the reactants needed to synthesize it. The reactants are: [C:1]([O:5][C:6]([N:8]1[CH2:13][CH2:12][N:11]([C:14](=[O:30])[C:15]2[CH:20]=[CH:19][C:18]([N:21]3[C@H:25]([CH2:26][OH:27])[CH2:24][O:23][C:22]3=[O:28])=[CH:17][C:16]=2[F:29])[CH2:10][CH2:9]1)=[O:7])([CH3:4])([CH3:3])[CH3:2].[CH3:31]I. (2) Given the product [F:14][CH:12]([F:13])[O:11][C:6]1[CH:5]=[CH:10][C:9]([C:21](=[O:24])[CH3:17])=[CH:8][N:7]=1, predict the reactants needed to synthesize it. The reactants are: CON(C)C(=O)[C:5]1[CH:10]=[CH:9][CH:8]=[N:7][C:6]=1[O:11][CH:12]([F:14])[F:13].[CH3:17][Mg]Br.Cl.[C:21](=[O:24])([O-])O.[Na+]. (3) Given the product [CH3:1][O:2][C:3]([C@@H:5]1[CH2:9][C@@H:8]([S:10]([C:13]2[CH:18]=[CH:17][CH:16]=[CH:15][C:14]=2[C:19]([F:22])([F:21])[F:20])(=[O:12])=[O:11])[CH2:7][N:6]1[C:23]1[CH:24]=[C:25]([CH3:26])[N:30]([CH3:29])[N:31]=1)=[O:4], predict the reactants needed to synthesize it. The reactants are: [CH3:1][O:2][C:3]([C@@H:5]1[CH2:9][C@@H:8]([S:10]([C:13]2[CH:18]=[CH:17][CH:16]=[CH:15][C:14]=2[C:19]([F:22])([F:21])[F:20])(=[O:12])=[O:11])[CH2:7][N:6]1[C:23](=S)[CH2:24][C:25](=O)[CH3:26])=[O:4].[CH3:29][NH:30][NH2:31].